Dataset: Catalyst prediction with 721,799 reactions and 888 catalyst types from USPTO. Task: Predict which catalyst facilitates the given reaction. (1) Reactant: [F:1][C:2]1[CH:3]=[C:4](/[CH:22]=[CH:23]/[C:24]([NH:26][O:27]C2CCCCO2)=[O:25])[CH:5]=[N:6][C:7]=1[NH:8][C@@H:9]1[CH2:13][CH2:12][N:11]([CH2:14][C:15]#[C:16][CH2:17][CH2:18][CH2:19][CH2:20][CH3:21])[CH2:10]1.O.[CH3:35][C:36]1[CH:41]=[CH:40][C:39]([S:42]([OH:45])(=[O:44])=[O:43])=[CH:38][CH:37]=1. Product: [CH3:35][C:36]1[CH:37]=[CH:38][C:39]([S:42]([OH:45])(=[O:44])=[O:43])=[CH:40][CH:41]=1.[CH3:35][C:36]1[CH:37]=[CH:38][C:39]([S:42]([OH:45])(=[O:44])=[O:43])=[CH:40][CH:41]=1.[F:1][C:2]1[CH:3]=[C:4](/[CH:22]=[CH:23]/[C:24]([NH:26][OH:27])=[O:25])[CH:5]=[N:6][C:7]=1[NH:8][C@@H:9]1[CH2:13][CH2:12][N:11]([CH2:14][C:15]#[C:16][CH2:17][CH2:18][CH2:19][CH2:20][CH3:21])[CH2:10]1. The catalyst class is: 5. (2) Reactant: [NH2:1][C@H:2]1[CH2:6][CH2:5][N:4]([C@H:7]2[CH2:12][CH2:11][C@@H:10]([N:13]([C:15]([CH3:18])([CH3:17])[CH3:16])[CH3:14])[CH2:9][C@H:8]2[C:19]([O:21][CH3:22])=[O:20])[C:3]1=[O:23].[F:24][C:25]([F:36])([F:35])[C:26]1[CH:27]=[C:28]([CH:32]=[CH:33][CH:34]=1)[C:29](O)=[O:30].CCN=C=NCCCN(C)C.C1C=CC2N(O)N=NC=2C=1.CCN(CC)CC. Product: [C:15]([N:13]([CH3:14])[C@H:10]1[CH2:9][C@@H:8]([C:19]([O:21][CH3:22])=[O:20])[C@@H:7]([N:4]2[CH2:5][CH2:6][C@H:2]([NH:1][C:29](=[O:30])[C:28]3[CH:32]=[CH:33][CH:34]=[C:26]([C:25]([F:24])([F:35])[F:36])[CH:27]=3)[C:3]2=[O:23])[CH2:12][CH2:11]1)([CH3:18])([CH3:17])[CH3:16]. The catalyst class is: 2. (3) Reactant: [OH:1][C:2]1[CH:11]=[C:10]2[C:5]([C:6]([C:13]([F:16])([F:15])[F:14])=[CH:7][C:8](=[O:12])[O:9]2)=[CH:4][CH:3]=1.Br[CH2:18][CH2:19][NH:20][C:21](=[O:27])[O:22][C:23]([CH3:26])([CH3:25])[CH3:24].C([O-])([O-])=O.[K+].[K+].C([O-])(O)=O.[Na+]. Product: [O:12]=[C:8]1[CH:7]=[C:6]([C:13]([F:16])([F:14])[F:15])[C:5]2[C:10](=[CH:11][C:2]([O:1][CH2:18][CH2:19][NH:20][C:21](=[O:27])[O:22][C:23]([CH3:26])([CH3:25])[CH3:24])=[CH:3][CH:4]=2)[O:9]1. The catalyst class is: 39. (4) Reactant: [F:1][C:2]1[CH:7]=[CH:6][CH:5]=[CH:4][C:3]=1[C:8]1([CH3:13])[O:12][CH2:11][CH2:10][O:9]1.CN(C)CCN(C)[CH2:19][CH2:20]N(C)C.C([Li])CCC.[Cl-].[NH4+].[CH2:33]1[CH2:37][O:36][CH2:35][CH2:34]1. Product: [F:1][C:2]1[C:7]([CH:35]([OH:36])[CH2:34][CH2:33][CH2:37][CH2:19][CH3:20])=[CH:6][CH:5]=[CH:4][C:3]=1[C:8]1([CH3:13])[O:9][CH2:10][CH2:11][O:12]1. The catalyst class is: 81. (5) Reactant: [C:1]([Si:5]([CH3:30])([CH3:29])[O:6][C:7]1[CH:12]=[CH:11][C:10]([C:13]2[C:17]([C:18]3[CH:23]=[CH:22][CH:21]=[CH:20][CH:19]=3)=[C:16]([C:24]3([CH2:27][OH:28])[CH2:26][CH2:25]3)[O:15][N:14]=2)=[CH:9][CH:8]=1)([CH3:4])([CH3:3])[CH3:2].N1C=CC=CC=1.[CH3:37][S:38](Cl)(=[O:40])=[O:39]. Product: [C:1]([Si:5]([CH3:30])([CH3:29])[O:6][C:7]1[CH:8]=[CH:9][C:10]([C:13]2[C:17]([C:18]3[CH:23]=[CH:22][CH:21]=[CH:20][CH:19]=3)=[C:16]([C:24]3([CH2:27][O:28][S:38]([CH3:37])(=[O:40])=[O:39])[CH2:26][CH2:25]3)[O:15][N:14]=2)=[CH:11][CH:12]=1)([CH3:4])([CH3:3])[CH3:2]. The catalyst class is: 112. (6) Reactant: [NH2:1][C:2]1[S:6][C:5]2[CH:7]=[CH:8][CH:9]=[CH:10][C:4]=2[C:3]=1[C:11]#[N:12].F[C:14]1[CH:19]=[CH:18][CH:17]=[CH:16][C:15]=1[N+:20]([O-:22])=[O:21].[OH-].[Li+]. Product: [N+:20]([C:15]1[CH:16]=[CH:17][CH:18]=[CH:19][C:14]=1[NH:1][C:2]1[S:6][C:5]2[CH:7]=[CH:8][CH:9]=[CH:10][C:4]=2[C:3]=1[C:11]#[N:12])([O-:22])=[O:21]. The catalyst class is: 16. (7) Reactant: [CH3:1][C:2]1[C:3]([C@H:8]2[CH2:13][CH2:12][CH2:11][C@@H:10]([C:14]3[C:19]([CH3:20])=[CH:18][CH:17]=[CH:16][N:15]=3)[NH:9]2)=[N:4][CH:5]=[CH:6][CH:7]=1.Br[CH2:22][C:23]1[C:24]([C:28]#[N:29])=[CH:25][S:26][CH:27]=1.CCN(C(C)C)C(C)C. Product: [CH3:1][C:2]1[C:3]([CH:8]2[CH2:13][CH2:12][CH2:11][CH:10]([C:14]3[C:19]([CH3:20])=[CH:18][CH:17]=[CH:16][N:15]=3)[N:9]2[CH2:22][C:23]2[C:24]([C:28]#[N:29])=[CH:25][S:26][CH:27]=2)=[N:4][CH:5]=[CH:6][CH:7]=1. The catalyst class is: 3. (8) Reactant: CN(C(ON1N=NC2C=CC=NC1=2)=[N+](C)C)C.F[P-](F)(F)(F)(F)F.[F:25][C:26]1[CH:31]=[CH:30][CH:29]=[CH:28][C:27]=1[N:32]1[C:40]2[C:35](=[C:36]([N:41]3[CH2:45][CH2:44][N:43]([CH2:46][C:47](O)=[O:48])[C:42]3=[O:50])[CH:37]=[CH:38][CH:39]=2)[CH:34]=[N:33]1.Cl.[F:52][C@H:53]1[CH2:58][CH2:57][CH2:56][NH:55][CH2:54]1. Product: [F:25][C:26]1[CH:31]=[CH:30][CH:29]=[CH:28][C:27]=1[N:32]1[C:40]2[C:35](=[C:36]([N:41]3[CH2:45][CH2:44][N:43]([CH2:46][C:47]([N:55]4[CH2:56][CH2:57][CH2:58][C@H:53]([F:52])[CH2:54]4)=[O:48])[C:42]3=[O:50])[CH:37]=[CH:38][CH:39]=2)[CH:34]=[N:33]1. The catalyst class is: 9.